From a dataset of Forward reaction prediction with 1.9M reactions from USPTO patents (1976-2016). Predict the product of the given reaction. (1) Given the reactants [OH:1][C:2]1[CH:11]=[C:10]([CH2:12][O:13][C:14]2[CH:19]=[CH:18][C:17]([CH2:20][CH2:21][CH3:22])=[CH:16][C:15]=2[O:23][CH3:24])[CH:9]=[CH:8][C:3]=1[C:4](OC)=[O:5].[H-].[H-].[H-].[H-].[Li+].[Al+3].[C@H](O)(C([O-])=O)[C@@H](O)C([O-])=O.[Na+].[K+], predict the reaction product. The product is: [OH:5][CH2:4][C:3]1[CH:8]=[CH:9][C:10]([CH2:12][O:13][C:14]2[CH:19]=[CH:18][C:17]([CH2:20][CH2:21][CH3:22])=[CH:16][C:15]=2[O:23][CH3:24])=[CH:11][C:2]=1[OH:1]. (2) Given the reactants [CH3:1][C:2]1[CH:7]=[CH:6][C:5]([O:8][CH2:9][C:10]([F:13])([F:12])[F:11])=[CH:4][C:3]=1[N+:14]([O-:16])=[O:15].[Br:17]N1C(=O)CCC1=O, predict the reaction product. The product is: [Br:17][CH2:1][C:2]1[CH:7]=[CH:6][C:5]([O:8][CH2:9][C:10]([F:13])([F:12])[F:11])=[CH:4][C:3]=1[N+:14]([O-:16])=[O:15]. (3) Given the reactants [CH:1]1[C:10]2[C:5](=[CH:6][CH:7]=[C:8]([C:11]3[C:12]4[C:17]([CH:18]=[C:19]5[C:24]=3[CH:23]=[CH:22][CH:21]=[CH:20]5)=[CH:16][CH:15]=[CH:14][CH:13]=4)[CH:9]=2)[CH:4]=[CH:3][C:2]=1[C:25]1[CH:34]=[CH:33][C:32]2[C:27](=[CH:28][CH:29]=[CH:30][CH:31]=2)[CH:26]=1.[Br:35]N1C(=O)CCC1=O.S([O-])([O-])(=O)=S.[Na+].[Na+], predict the reaction product. The product is: [CH:1]1[C:10]2[C:5](=[CH:6][CH:7]=[C:8]([C:11]3[C:12]4[C:17]([C:18]([Br:35])=[C:19]5[C:24]=3[CH:23]=[CH:22][CH:21]=[CH:20]5)=[CH:16][CH:15]=[CH:14][CH:13]=4)[CH:9]=2)[CH:4]=[CH:3][C:2]=1[C:25]1[CH:34]=[CH:33][C:32]2[C:27](=[CH:28][CH:29]=[CH:30][CH:31]=2)[CH:26]=1. (4) Given the reactants C(#N)C.[Cl:4][C:5]1[C:14]([Cl:15])=[CH:13][CH:12]=[CH:11][C:6]=1[C:7]([C:9]#[N:10])=O.C(=O)(O)O.[NH2:20][NH:21][C:22]([NH2:24])=[NH:23], predict the reaction product. The product is: [C:22]([NH:21][N:20]=[C:7]([C:9]#[N:10])[C:6]1[CH:11]=[CH:12][CH:13]=[C:14]([Cl:15])[C:5]=1[Cl:4])(=[NH:23])[NH2:24]. (5) Given the reactants [Cl:1][C:2]1[CH:10]=[CH:9][CH:8]=[C:7]2[C:3]=1[C:4]([C:16]([OH:18])=O)=[CH:5][N:6]2[CH2:11][CH:12]1[CH2:15][CH2:14][O:13]1.C1C=CC2N(O)N=NC=2C=1.CCN=C=NCCCN(C)C.[NH2:40][CH2:41][C:42]1([OH:50])[CH2:47][CH2:46][C:45]([F:49])([F:48])[CH2:44][CH2:43]1, predict the reaction product. The product is: [Cl:1][C:2]1[CH:10]=[CH:9][CH:8]=[C:7]2[C:3]=1[C:4]([C:16]([NH:40][CH2:41][C:42]1([OH:50])[CH2:43][CH2:44][C:45]([F:49])([F:48])[CH2:46][CH2:47]1)=[O:18])=[CH:5][N:6]2[CH2:11][CH:12]1[CH2:15][CH2:14][O:13]1. (6) Given the reactants [Cl:1][C:2]1[CH:7]=[C:6]([N+:8]([O-:10])=[O:9])[CH:5]=[C:4]([Cl:11])[C:3]=1[OH:12].N12CCN(CC1)CC2.[CH3:21][N:22]([CH3:26])[C:23](Cl)=[S:24], predict the reaction product. The product is: [Cl:1][C:2]1[CH:7]=[C:6]([N+:8]([O-:10])=[O:9])[CH:5]=[C:4]([Cl:11])[C:3]=1[O:12][C:23](=[S:24])[N:22]([CH3:26])[CH3:21].